Dataset: Full USPTO retrosynthesis dataset with 1.9M reactions from patents (1976-2016). Task: Predict the reactants needed to synthesize the given product. (1) Given the product [CH3:35][N:36]([CH2:30][C:28]1[C:24]2[CH2:25][CH2:26][O:27][C:23]=2[CH:22]=[C:21]([C:18]2[CH:19]=[C:20]3[C:15](=[C:16]([C:32]([NH2:34])=[O:33])[CH:17]=2)[NH:14][CH:13]=[C:12]3[CH:9]2[CH2:8][CH2:7][N:6]([S:3]([CH2:1][CH3:2])(=[O:4])=[O:5])[CH2:11][CH2:10]2)[CH:29]=1)[CH3:37], predict the reactants needed to synthesize it. The reactants are: [CH2:1]([S:3]([N:6]1[CH2:11][CH2:10][CH:9]([C:12]2[C:20]3[C:15](=[C:16]([C:32]([NH2:34])=[O:33])[CH:17]=[C:18]([C:21]4[CH:29]=[C:28]([CH:30]=O)[C:24]5[CH2:25][CH2:26][O:27][C:23]=5[CH:22]=4)[CH:19]=3)[NH:14][CH:13]=2)[CH2:8][CH2:7]1)(=[O:5])=[O:4])[CH3:2].[CH3:35][NH:36][CH3:37].C([BH3-])#N.[Na+]. (2) Given the product [CH3:16][O:15][C:11]1[CH:10]=[C:9]2[O:8][C:7](=[O:17])[CH2:6][C:5]3([CH2:4][CH2:3][CH2:2][N:19]4[CH:20]=[N:21][CH:22]=[C:18]34)[C:14]2=[CH:13][CH:12]=1, predict the reactants needed to synthesize it. The reactants are: O[CH2:2][CH2:3][CH2:4][C:5]1([C:18]2[N:19]=[CH:20][NH:21][CH:22]=2)[C:14]2[C:9](=[CH:10][C:11]([O:15][CH3:16])=[CH:12][CH:13]=2)[O:8][C:7](=[O:17])[CH2:6]1.C(N(C(C)C)C(C)C)C.CS(Cl)(=O)=O.S([O-])(=O)(=O)C. (3) Given the product [N+:11]([C:3]1[CH:4]=[CH:5][CH:6]=[C:7]([N+:8]([O-:10])=[O:9])[C:2]=1[NH:15][CH2:16][CH2:17][CH2:18][C:19]([O:21][CH2:22][CH3:23])=[O:20])([O-:13])=[O:12], predict the reactants needed to synthesize it. The reactants are: Cl[C:2]1[C:7]([N+:8]([O-:10])=[O:9])=[CH:6][CH:5]=[CH:4][C:3]=1[N+:11]([O-:13])=[O:12].Cl.[NH2:15][CH2:16][CH2:17][CH2:18][C:19]([O:21][CH2:22][CH3:23])=[O:20].C(N(CC)CC)C. (4) Given the product [Cl:31][C:28]1[CH:29]=[CH:30][C:25]([C:24]([OH:36])=[O:23])=[C:26]([O:32][CH2:33][CH2:34][N:19]2[CH2:18][CH2:17][CH:16]([C:9]3[C:10]4[C:11](=[N:12][CH:13]=[CH:14][CH:15]=4)[N:7]([CH2:6][C:3]4[CH:4]=[CH:5][O:1][CH:2]=4)[CH:8]=3)[CH2:21][CH2:20]2)[CH:27]=1, predict the reactants needed to synthesize it. The reactants are: [O:1]1[CH:5]=[CH:4][C:3]([CH2:6][N:7]2[C:11]3=[N:12][CH:13]=[CH:14][CH:15]=[C:10]3[C:9]([CH:16]3[CH2:21][CH2:20][NH:19][CH2:18][CH2:17]3)=[CH:8]2)=[CH:2]1.C[O:23][C:24](=[O:36])[C:25]1[CH:30]=[CH:29][C:28]([Cl:31])=[CH:27][C:26]=1[O:32][CH2:33][CH2:34]Cl. (5) Given the product [CH3:16][C:17]1[N:21]([CH2:22][CH2:23][CH2:24][N:25]2[C:12](=[O:14])[C:5]3[C:6]4[CH2:11][CH2:10][CH2:9][C:7]=4[S:8][C:4]=3[NH:1][C:2]2=[S:3])[CH:20]=[N:19][CH:18]=1, predict the reactants needed to synthesize it. The reactants are: [N:1]([C:4]1[S:8][C:7]2[CH2:9][CH2:10][CH2:11][C:6]=2[C:5]=1[C:12]([O:14]C)=O)=[C:2]=[S:3].[CH3:16][C:17]1[N:21]([CH2:22][CH2:23][CH2:24][NH2:25])[CH:20]=[N:19][CH:18]=1.